This data is from Full USPTO retrosynthesis dataset with 1.9M reactions from patents (1976-2016). The task is: Predict the reactants needed to synthesize the given product. Given the product [Cl:65][C:66]1[CH:74]=[CH:73][C:72]([S:75]([N:78]2[C:84](=[O:85])[CH:83]([CH2:86][C:87]3[CH:92]=[C:91]([Cl:93])[CH:90]=[CH:89][C:88]=3[O:94][CH3:95])[CH2:82][NH:81][C:80](=[O:96])[CH2:79]2)(=[O:77])=[O:76])=[CH:71][C:67]=1[C:68]([N:108]([CH3:107])[C:109]1[CH:114]=[CH:113][CH:112]=[CH:111][CH:110]=1)=[O:69], predict the reactants needed to synthesize it. The reactants are: ClC1C=CC(OC)=C(C=1)CC1C(=O)N(C(NC(CC)C(NCC(OC(C)(C)C)=O)=O)=O)CC(=O)NC1.ClC1C=CC(OC)=C(C=1)CC1C(=O)N(C(N[C@H](CC)C(O)=O)=O)CC(=O)NC1.[Cl:65][C:66]1[CH:74]=[CH:73][C:72]([S:75]([N:78]2[C:84](=[O:85])[CH:83]([CH2:86][C:87]3[CH:92]=[C:91]([Cl:93])[CH:90]=[CH:89][C:88]=3[O:94][CH3:95])[CH2:82][NH:81][C:80](=[O:96])[CH2:79]2)(=[O:77])=[O:76])=[CH:71][C:67]=1[C:68](O)=[O:69].Cl.C(OC(=O)CN)(C)(C)C.[CH3:107][NH:108][C:109]1[CH:114]=[CH:113][CH:112]=[CH:111][CH:110]=1.